This data is from NCI-60 drug combinations with 297,098 pairs across 59 cell lines. The task is: Regression. Given two drug SMILES strings and cell line genomic features, predict the synergy score measuring deviation from expected non-interaction effect. Drug 1: C1=CC(=CC=C1CCCC(=O)O)N(CCCl)CCCl. Drug 2: CC1C(C(CC(O1)OC2CC(OC(C2O)C)OC3=CC4=CC5=C(C(=O)C(C(C5)C(C(=O)C(C(C)O)O)OC)OC6CC(C(C(O6)C)O)OC7CC(C(C(O7)C)O)OC8CC(C(C(O8)C)O)(C)O)C(=C4C(=C3C)O)O)O)O. Cell line: TK-10. Synergy scores: CSS=15.4, Synergy_ZIP=-0.858, Synergy_Bliss=0.856, Synergy_Loewe=0.614, Synergy_HSA=0.724.